From a dataset of Peptide-MHC class I binding affinity with 185,985 pairs from IEDB/IMGT. Regression. Given a peptide amino acid sequence and an MHC pseudo amino acid sequence, predict their binding affinity value. This is MHC class I binding data. (1) The peptide sequence is YRATYSMAL. The MHC is HLA-B27:20 with pseudo-sequence HLA-B27:20. The binding affinity (normalized) is 1.00. (2) The peptide sequence is LLLYQTFGRK. The MHC is HLA-A02:01 with pseudo-sequence HLA-A02:01. The binding affinity (normalized) is 0.154. (3) The peptide sequence is KYNYFIHFF. The MHC is HLA-A23:01 with pseudo-sequence HLA-A23:01. The binding affinity (normalized) is 1.00. (4) The peptide sequence is SLLNATDIAV. The MHC is HLA-B40:02 with pseudo-sequence HLA-B40:02. The binding affinity (normalized) is 0.